Task: Predict the reactants needed to synthesize the given product.. Dataset: Full USPTO retrosynthesis dataset with 1.9M reactions from patents (1976-2016) (1) Given the product [O:12]1[CH2:13][CH2:14][CH2:15][CH2:16][CH:11]1[N:6]1[CH:5]=[N:4][C:3]2[C:7]1=[N:8][CH:9]=[N:10][C:2]=2[C:25]1[CH:31]=[CH:30][CH:29]=[CH:28][C:26]=1[NH2:27], predict the reactants needed to synthesize it. The reactants are: Cl[C:2]1[N:10]=[CH:9][N:8]=[C:7]2[C:3]=1[N:4]=[CH:5][N:6]2[CH:11]1[CH2:16][CH2:15][CH2:14][CH2:13][O:12]1.CC1(C)C(C)(C)OB([C:25]2[CH:31]=[CH:30][CH:29]=[CH:28][C:26]=2[NH2:27])O1.C([O-])([O-])=O.[K+].[K+].N#N. (2) The reactants are: [CH3:1][C:2]1[S:3][C:4]([C:31]2[CH:32]=[C:33]([CH3:37])[CH:34]=[CH:35][CH:36]=2)=[C:5]([C:7]([N:9]2[CH2:16][C@H:15]3[C@H:11]([CH2:12][C:13]([F:18])([F:17])[CH2:14]3)[C@H:10]2[CH2:19][N:20]2C(=O)C3C(=CC=CC=3)C2=O)=[O:8])[N:6]=1.O.NN. Given the product [NH2:20][CH2:19][C@H:10]1[N:9]([C:7]([C:5]2[N:6]=[C:2]([CH3:1])[S:3][C:4]=2[C:31]2[CH:32]=[C:33]([CH3:37])[CH:34]=[CH:35][CH:36]=2)=[O:8])[CH2:16][C@H:15]2[C@@H:11]1[CH2:12][C:13]([F:18])([F:17])[CH2:14]2, predict the reactants needed to synthesize it. (3) The reactants are: O[CH:2]([C:21]1[S:22][CH:23]=[CH:24][C:25]=1[NH:26][C:27](=[O:32])C(C)(C)C)[CH:3]([CH:8]1[CH2:13][CH2:12][N:11](C(OC(C)(C)C)=O)[CH2:10][CH2:9]1)C(OC)=O.O.Cl. Given the product [NH:11]1[CH2:10][CH2:9][CH:8]([C:3]2[C:27](=[O:32])[NH:26][C:25]3[CH:24]=[CH:23][S:22][C:21]=3[CH:2]=2)[CH2:13][CH2:12]1, predict the reactants needed to synthesize it. (4) Given the product [CH3:28][O:27][N:26]([CH3:25])[C:51]([C:2]1[CH:15]=[C:14]2[C:5]([O:6][CH2:7][CH2:8][N:9]3[C:13]2=[N:12][C:11]([C:16]2[N:20]([CH:21]([CH3:23])[CH3:22])[N:19]=[CH:18][N:17]=2)=[CH:10]3)=[CH:4][CH:3]=1)=[O:50], predict the reactants needed to synthesize it. The reactants are: Br[C:2]1[CH:15]=[C:14]2[C:5]([O:6][CH2:7][CH2:8][N:9]3[C:13]2=[N:12][C:11]([C:16]2[N:20]([CH:21]([CH3:23])[CH3:22])[N:19]=[CH:18][N:17]=2)=[CH:10]3)=[CH:4][CH:3]=1.Cl.[CH3:25][NH:26][O:27][CH3:28].CC1(C)C2[C:51](=C(P(C3C=CC=CC=3)C3C=CC=CC=3)C=CC=2)[O:50]C2C(P(C3C=CC=CC=3)C3C=CC=CC=3)=CC=CC1=2. (5) Given the product [F:1][C:2]([F:29])([F:28])[C:3]1[CH:4]=[C:5]([C@H:9]([O:11][C:12](=[O:27])[NH:13][C:14]2[C:15]([CH3:26])=[N:16][O:17][C:18]=2[C:19]2[CH:24]=[CH:23][C:22]([C:38]3[CH:39]=[CH:40][C:41]([C:44]4([C:47]([NH:49][S:50]([CH3:53])(=[O:52])=[O:51])=[O:48])[CH2:46][CH2:45]4)=[CH:42][CH:43]=3)=[CH:21][CH:20]=2)[CH3:10])[CH:6]=[CH:7][CH:8]=1, predict the reactants needed to synthesize it. The reactants are: [F:1][C:2]([F:29])([F:28])[C:3]1[CH:4]=[C:5]([C@H:9]([O:11][C:12](=[O:27])[NH:13][C:14]2[C:15]([CH3:26])=[N:16][O:17][C:18]=2[C:19]2[CH:24]=[CH:23][C:22](Br)=[CH:21][CH:20]=2)[CH3:10])[CH:6]=[CH:7][CH:8]=1.CC1(C)C(C)(C)OB([C:38]2[CH:43]=[CH:42][C:41]([C:44]3([C:47]([NH:49][S:50]([CH3:53])(=[O:52])=[O:51])=[O:48])[CH2:46][CH2:45]3)=[CH:40][CH:39]=2)O1. (6) Given the product [C:17]([C:6]1[C:5](=[O:7])[N:4]([C:8]2[CH:13]=[CH:12][CH:11]=[CH:10][CH:9]=2)[NH:3][C:2]=1[CH3:1])([CH3:20])([CH3:19])[CH3:18], predict the reactants needed to synthesize it. The reactants are: [CH3:1][C:2]1[NH:3][N:4]([C:8]2[CH:13]=[CH:12][CH:11]=[CH:10][CH:9]=2)[C:5](=[O:7])[CH:6]=1.[OH-].[Ca+2].[OH-].[C:17](CC(Cl)=O)([CH3:20])([CH3:19])[CH3:18].